Task: Predict the product of the given reaction.. Dataset: Forward reaction prediction with 1.9M reactions from USPTO patents (1976-2016) (1) Given the reactants [CH2:1]([C:8]1[N:12]([C:13]2[CH:18]=[CH:17][C:16]([S:19]([NH2:22])(=[O:21])=[O:20])=[CH:15][C:14]=2[F:23])[N:11]=[C:10]([CH2:24]Cl)[N:9]=1)[C:2]1[CH:7]=[CH:6][CH:5]=[CH:4][CH:3]=1.[CH3:26][C@H:27]1[O:32][C@@H:31]([CH3:33])[CH2:30][NH:29][CH2:28]1, predict the reaction product. The product is: [CH2:1]([C:8]1[N:12]([C:13]2[CH:18]=[CH:17][C:16]([S:19]([NH2:22])(=[O:21])=[O:20])=[CH:15][C:14]=2[F:23])[N:11]=[C:10]([CH2:24][N:29]2[CH2:28][C@H:27]([CH3:26])[O:32][C@H:31]([CH3:33])[CH2:30]2)[N:9]=1)[C:2]1[CH:7]=[CH:6][CH:5]=[CH:4][CH:3]=1. (2) Given the reactants CC([O-])(C)C.[K+].[Br-].[C:8]([O:12][C:13]([C:15]1C=CC=CC=1[P+](C)(C1C=CC=CC=1)C1C=CC=CC=1)=[O:14])([CH3:11])([CH3:10])[CH3:9].[F:35][C:36]1[CH:37]=[C:38]([CH:41]=[CH:42][C:43]=1[N+:44]([O-:46])=[O:45])[CH:39]=O, predict the reaction product. The product is: [C:8]([O:12][C:13](=[O:14])/[CH:15]=[CH:39]/[C:38]1[CH:41]=[CH:42][C:43]([N+:44]([O-:46])=[O:45])=[C:36]([F:35])[CH:37]=1)([CH3:11])([CH3:10])[CH3:9]. (3) Given the reactants C(N(CC)CC)C.[NH2:8][C:9]1[C:10]([O:27][CH3:28])=[C:11]([NH:19][S:20]([C:23]([F:26])([F:25])[F:24])(=[O:22])=[O:21])[CH:12]=[C:13]([C:15]([CH3:18])([CH3:17])[CH3:16])[CH:14]=1.C1([O:35][C:36](=O)[NH:37][C:38]2[C:47]3[C:42](=[CH:43][CH:44]=[CH:45][CH:46]=3)[C:41]([O:48][C:49]3[CH:54]=[CH:53][N:52]=[C:51]([NH:55][C:56]4[CH:61]=[C:60]([O:62][CH2:63][CH2:64][O:65][CH2:66][CH2:67][O:68][CH2:69][CH2:70][O:71][CH3:72])[CH:59]=[C:58]([O:73][CH3:74])[CH:57]=4)[N:50]=3)=[CH:40][CH:39]=2)C=CC=CC=1, predict the reaction product. The product is: [C:15]([C:13]1[CH:14]=[C:9]([NH:8][C:36]([NH:37][C:38]2[C:47]3[C:42](=[CH:43][CH:44]=[CH:45][CH:46]=3)[C:41]([O:48][C:49]3[CH:54]=[CH:53][N:52]=[C:51]([NH:55][C:56]4[CH:61]=[C:60]([O:62][CH2:63][CH2:64][O:65][CH2:66][CH2:67][O:68][CH2:69][CH2:70][O:71][CH3:72])[CH:59]=[C:58]([O:73][CH3:74])[CH:57]=4)[N:50]=3)=[CH:40][CH:39]=2)=[O:35])[C:10]([O:27][CH3:28])=[C:11]([NH:19][S:20]([C:23]([F:24])([F:25])[F:26])(=[O:22])=[O:21])[CH:12]=1)([CH3:16])([CH3:17])[CH3:18]. (4) Given the reactants Br[C:2]1[N:7]=[C:6]([CH:8]=[O:9])[CH:5]=[CH:4][C:3]=1[O:10][CH2:11][CH2:12][O:13][Si:14]([C:17]([CH3:20])([CH3:19])[CH3:18])([CH3:16])[CH3:15].CC1(C)C(C)(C)OB([C:29]2[CH:34]=[CH:33][C:32]([S:35]([CH3:38])(=[O:37])=[O:36])=[CH:31][CH:30]=2)O1.C([O-])([O-])=O.[Na+].[Na+], predict the reaction product. The product is: [Si:14]([O:13][CH2:12][CH2:11][O:10][C:3]1[CH:4]=[CH:5][C:6]([CH:8]=[O:9])=[N:7][C:2]=1[C:29]1[CH:34]=[CH:33][C:32]([S:35]([CH3:38])(=[O:37])=[O:36])=[CH:31][CH:30]=1)([C:17]([CH3:20])([CH3:19])[CH3:18])([CH3:16])[CH3:15]. (5) Given the reactants C([O:3][C:4](=[O:30])[CH2:5][C@H:6]([NH:20][C:21](=[O:29])[CH2:22][CH2:23][C:24]1[NH:28][N:27]=[N:26][N:25]=1)[CH2:7][C:8]1[CH:13]=[CH:12][C:11]([C:14]2[CH:19]=[CH:18][CH:17]=[CH:16][CH:15]=2)=[CH:10][CH:9]=1)C.[OH-].[Na+].Cl, predict the reaction product. The product is: [C:11]1([C:14]2[CH:15]=[CH:16][CH:17]=[CH:18][CH:19]=2)[CH:12]=[CH:13][C:8]([CH2:7][C@@H:6]([NH:20][C:21](=[O:29])[CH2:22][CH2:23][C:24]2[NH:28][N:27]=[N:26][N:25]=2)[CH2:5][C:4]([OH:30])=[O:3])=[CH:9][CH:10]=1.